Dataset: Reaction yield outcomes from USPTO patents with 853,638 reactions. Task: Predict the reaction yield, written as a fraction of the theoretical maximum amount of product (1.0 means a 100% yield; for example, 0.34 means a 34% yield). (1) The reactants are [OH:1][C:2]1[C:6]([CH2:7][C:8]([O:10][CH3:11])=[O:9])=[CH:5][N:4]([CH3:12])[N:3]=1.Cl[CH2:14][C:15]1[CH:16]=[CH:17][C:18]([O:21][CH2:22][C:23]2[N:24]=[C:25]([C:29]3[O:30][CH:31]=[CH:32][CH:33]=3)[O:26][C:27]=2[CH3:28])=[N:19][CH:20]=1.C(=O)([O-])[O-].[K+].[K+].CN(C)C=O. The catalyst is O. The product is [O:30]1[CH:31]=[CH:32][CH:33]=[C:29]1[C:25]1[O:26][C:27]([CH3:28])=[C:23]([CH2:22][O:21][C:18]2[N:19]=[CH:20][C:15]([CH2:14][O:1][C:2]3[C:6]([CH2:7][C:8]([O:10][CH3:11])=[O:9])=[CH:5][N:4]([CH3:12])[N:3]=3)=[CH:16][CH:17]=2)[N:24]=1. The yield is 0.810. (2) The reactants are [C:1](Cl)(=[O:3])[CH3:2].[NH2:5][NH:6][C:7]([C:9]1[N:14]=[C:13]([N:15]2[CH2:19][CH2:18][CH2:17][CH:16]2[C:20]2[O:24][N:23]=[C:22]([C:25]3[CH:30]=[CH:29][CH:28]=[CH:27][N:26]=3)[CH:21]=2)[N:12]=[C:11]([NH:31][C:32]2[CH:36]=[C:35]([CH3:37])[NH:34][N:33]=2)[CH:10]=1)=[O:8].C(N(CC)CC)C.C1C[O:48][CH2:47][CH2:46]1. No catalyst specified. The product is [C:1]([NH:5][NH:6][C:7]([C:9]1[N:14]=[C:13]([N:15]2[CH2:19][CH2:18][CH2:17][CH:16]2[C:20]2[O:24][N:23]=[C:22]([C:25]3[CH:30]=[CH:29][CH:28]=[CH:27][N:26]=3)[CH:21]=2)[N:12]=[C:11]([NH:31][CH:32]2[CH:36]=[C:35]([CH3:37])[NH:34][N:33]2[C:47](=[O:48])[CH3:46])[CH:10]=1)=[O:8])(=[O:3])[CH3:2]. The yield is 0.960.